This data is from Catalyst prediction with 721,799 reactions and 888 catalyst types from USPTO. The task is: Predict which catalyst facilitates the given reaction. Reactant: [CH3:1][O:2][CH2:3][CH2:4][NH:5][C:6]1[O:7][CH2:8][C:9](=[O:16])[C:10]=1[C:11]([O:13][CH2:14][CH3:15])=[O:12].[NH:17]1[C:25]2[C:20](=[CH:21][CH:22]=[CH:23][N:24]=2)[C:19]([CH:26]=O)=[CH:18]1. Product: [NH:17]1[C:25]2=[N:24][CH:23]=[CH:22][CH:21]=[C:20]2[C:19]([CH:26]=[C:8]2[O:7][C:6]([NH:5][CH2:4][CH2:3][O:2][CH3:1])=[C:10]([C:11]([O:13][CH2:14][CH3:15])=[O:12])[C:9]2=[O:16])=[CH:18]1. The catalyst class is: 360.